This data is from Reaction yield outcomes from USPTO patents with 853,638 reactions. The task is: Predict the reaction yield, written as a fraction of the theoretical maximum amount of product (1.0 means a 100% yield; for example, 0.34 means a 34% yield). (1) The reactants are [F:1][C:2]([F:7])([F:6])[C:3]([OH:5])=[O:4].[F:8][C:9]([F:14])([F:13])[C:10]([OH:12])=[O:11].[Cl:15][C:16]1[CH:17]=[N:18][C:19]2[NH:20][C:21]3[CH:22]=[N:23][CH:24]=[C:25]([CH:47]=3)[CH2:26][CH2:27][C:28]3[CH:36]=[C:32]([NH:33][C:34]=1[N:35]=2)[CH:31]=[CH:30][C:29]=3[NH:37][C:38](=[O:46])[CH2:39][CH:40]1[CH2:45][CH2:44][NH:43][CH2:42][CH2:41]1.[C:48]([C:50]1[CH:58]=[CH:57][C:53]([C:54](Cl)=[O:55])=[CH:52][CH:51]=1)#[N:49]. No catalyst specified. The product is [F:1][C:2]([F:7])([F:6])[C:3]([OH:5])=[O:4].[F:8][C:9]([F:14])([F:13])[C:10]([OH:12])=[O:11].[Cl:15][C:16]1[CH:17]=[N:18][C:19]2[NH:20][C:21]3[CH:22]=[N:23][CH:24]=[C:25]([CH:47]=3)[CH2:26][CH2:27][C:28]3[CH:36]=[C:32]([NH:33][C:34]=1[N:35]=2)[CH:31]=[CH:30][C:29]=3[NH:37][C:38](=[O:46])[CH2:39][CH:40]1[CH2:45][CH2:44][N:43]([C:54](=[O:55])[C:53]2[CH:57]=[CH:58][C:50]([C:48]#[N:49])=[CH:51][CH:52]=2)[CH2:42][CH2:41]1. The yield is 0.490. (2) The reactants are F[C:2](F)(F)[C:3](O)=O.[CH3:8][O:9][C:10]1[C:19]2[N:18]=[C:17]([NH:20][C:21](=[O:28])[C:22]3[CH:27]=[CH:26][CH:25]=[N:24][CH:23]=3)[N:16]3[CH2:29][CH2:30][N:31]=[C:15]3[C:14]=2[CH:13]=[CH:12][C:11]=1[O:32][CH2:33][CH2:34][CH:35]1[O:40][CH2:39][CH2:38][NH:37][CH2:36]1.C(=O)C.C(O[BH-](OC(=O)C)OC(=O)C)(=O)C.[Na+].C(O)(=O)C.Cl. The catalyst is C1COCC1.CO. The product is [CH2:2]([N:37]1[CH2:38][CH2:39][O:40][CH:35]([CH2:34][CH2:33][O:32][C:11]2[CH:12]=[CH:13][C:14]3[C:15]4[N:16]([CH2:29][CH2:30][N:31]=4)[C:17]([NH:20][C:21](=[O:28])[C:22]4[CH:27]=[CH:26][CH:25]=[N:24][CH:23]=4)=[N:18][C:19]=3[C:10]=2[O:9][CH3:8])[CH2:36]1)[CH3:3]. The yield is 0.200. (3) The product is [NH:5]1[C:13]2[C:8](=[CH:9][C:10]([CH:14]([C:22]3[CH:23]=[CH:24][CH:25]=[CH:26][CH:27]=3)[C:15]([CH3:21])([CH3:20])[C:16]([OH:18])=[O:17])=[CH:11][CH:12]=2)[CH:7]=[CH:6]1. The catalyst is CS(C)=O. The reactants are CN(C)C([N:5]1[C:13]2[C:8](=[CH:9][C:10]([CH:14]([C:22]3[CH:27]=[CH:26][CH:25]=[CH:24][CH:23]=3)[C:15]([CH3:21])([CH3:20])[C:16]([O:18]C)=[O:17])=[CH:11][CH:12]=2)[CH:7]=[CH:6]1)=O.[OH-].[Na+].CO. The yield is 0.910. (4) The reactants are C[O:2]C1C(OC)=CC2N(C)C(=O)CN=C(C3C=C(C=CC=3)C#N)C=2C=1.[CH3:26][O:27][C:28]1[C:29]([O:55][CH3:56])=[C:30]([C:49]2[CH:54]=[CH:53][CH:52]=[CH:51][CH:50]=2)[C:31]2[N:37]([CH3:38])[C:36](=[O:39])[CH2:35][N:34]=[C:33]([C:40]3[CH:41]=[C:42]([CH:45]=[CH:46][CH:47]=3)[C:43]#[N:44])[C:32]=2[CH:48]=1. No catalyst specified. The product is [CH3:26][O:27][C:28]1[C:29]([O:55][CH3:56])=[C:30]([C:49]2[CH:54]=[CH:53][CH:52]=[CH:51][CH:50]=2)[C:31]2[N:37]([CH3:38])[C:36](=[O:39])[CH2:35][N:34]=[C:33]([C:40]3[CH:41]=[C:42]([CH:45]=[CH:46][CH:47]=3)[C:43]([NH2:44])=[O:2])[C:32]=2[CH:48]=1. The yield is 0.750. (5) The reactants are [CH:1]1([C:4]2[O:8][N:7]=[C:6]([C:9]3[CH:14]=[CH:13][CH:12]=[CH:11][CH:10]=3)[C:5]=2[C:15]([OH:17])=O)[CH2:3][CH2:2]1.[CH3:18][O:19][C:20]1[CH:29]=[CH:28][CH:27]=[CH:26][C:21]=1[C:22]([NH:24][NH2:25])=O.[Cl-].ClC1N(C)C=C[N+]=1C.C(N(CC)CC)C. The catalyst is ClCCl. The product is [CH:1]1([C:4]2[O:8][N:7]=[C:6]([C:9]3[CH:10]=[CH:11][CH:12]=[CH:13][CH:14]=3)[C:5]=2[C:15]2[O:17][C:22]([C:21]3[CH:26]=[CH:27][CH:28]=[CH:29][C:20]=3[O:19][CH3:18])=[N:24][N:25]=2)[CH2:2][CH2:3]1. The yield is 0.330. (6) The reactants are [N:1]1[C:10]2[C:5](=[CH:6][C:7]([CH:11]([CH3:15])[C:12](O)=O)=[CH:8][CH:9]=2)[CH:4]=[CH:3][CH:2]=1.[C:16]1([C:22]2[N:27]=[N:26][C:25]([NH:28][NH2:29])=[CH:24][CH:23]=2)[CH:21]=[CH:20][CH:19]=[CH:18][CH:17]=1.Cl. The catalyst is C([O-])(O)=O.[Na+]. The product is [C:16]1([C:22]2[CH:23]=[CH:24][C:25]3[N:26]([C:12]([CH:11]([C:7]4[CH:6]=[C:5]5[C:10](=[CH:9][CH:8]=4)[N:1]=[CH:2][CH:3]=[CH:4]5)[CH3:15])=[N:29][N:28]=3)[N:27]=2)[CH:17]=[CH:18][CH:19]=[CH:20][CH:21]=1. The yield is 0.530. (7) The reactants are C1C=CC(P(C2C(C3C(P(C4C=CC=CC=4)C4C=CC=CC=4)=CC=C4C=3C=CC=C4)=C3C(C=CC=C3)=CC=2)C2C=CC=CC=2)=CC=1.C(=O)([O-])[O-].[Cs+].[Cs+].Cl[C:54]1[N:59]=[C:58]([N:60]2[CH2:65][CH2:64][O:63][CH2:62][CH2:61]2)[N:57]=[C:56]([C:66]2[CH:67]=[CH:68][C:69]([NH2:72])=[N:70][CH:71]=2)[CH:55]=1.[CH3:73][O:74][C:75]1[N:80]=[CH:79][C:78]([NH2:81])=[CH:77][CH:76]=1. The catalyst is CC([O-])=O.CC([O-])=O.[Pd+2].C1COCC1. The product is [NH2:72][C:69]1[N:70]=[CH:71][C:66]([C:56]2[N:57]=[C:58]([N:60]3[CH2:65][CH2:64][O:63][CH2:62][CH2:61]3)[N:59]=[C:54]([NH:81][C:78]3[CH:79]=[N:80][C:75]([O:74][CH3:73])=[CH:76][CH:77]=3)[CH:55]=2)=[CH:67][CH:68]=1. The yield is 0.320. (8) The catalyst is ClCCl. The reactants are [CH2:1]([O:8][C:9]1[CH:14]=[CH:13][C:12]([NH:15][C:16](=[O:22])[CH:17]([Br:21])[CH2:18][CH2:19]Br)=[CH:11][CH:10]=1)[C:2]1[CH:7]=[CH:6][CH:5]=[CH:4][CH:3]=1.[OH-].[Na+].O. The product is [CH2:1]([O:8][C:9]1[CH:14]=[CH:13][C:12]([N:15]2[CH2:19][CH2:18][CH:17]([Br:21])[C:16]2=[O:22])=[CH:11][CH:10]=1)[C:2]1[CH:7]=[CH:6][CH:5]=[CH:4][CH:3]=1. The yield is 0.350.